The task is: Predict the product of the given reaction.. This data is from Forward reaction prediction with 1.9M reactions from USPTO patents (1976-2016). (1) Given the reactants [C:1]([O:5][C:6]([N:8]([CH2:13][C:14]1[CH:19]=[CH:18][C:17]([F:20])=[CH:16][CH:15]=1)[CH2:9][C:10]([OH:12])=O)=[O:7])([CH3:4])([CH3:3])[CH3:2].Cl.[CH3:22][NH:23][O:24][CH3:25].CN1CCOCC1.C1(N=C=NC2CCCCC2)CCCCC1, predict the reaction product. The product is: [C:1]([O:5][C:6]([N:8]([CH2:13][C:14]1[CH:19]=[CH:18][C:17]([F:20])=[CH:16][CH:15]=1)[CH2:9][C:10]([N:23]([O:24][CH3:25])[CH3:22])=[O:12])=[O:7])([CH3:2])([CH3:3])[CH3:4]. (2) Given the reactants [Br:1][C:2]1[CH:3]=[C:4]2[C:9](=[CH:10][C:11]=1[C:12]([P:15]([O:20][CH2:21][CH3:22])([O:17][CH2:18][CH3:19])=[O:16])([F:14])[F:13])[CH:8]=[C:7]([CH2:23]P(=O)(OCC)OCC)[CH:6]=[CH:5]2.[CH:32]([C:34]1[CH:35]=[C:36]([CH:41]=[CH:42][CH:43]=1)[C:37]([O:39][CH3:40])=[O:38])=O.CC(C)([O-])C.[K+], predict the reaction product. The product is: [Br:1][C:2]1[CH:3]=[C:4]2[C:9](=[CH:10][C:11]=1[C:12]([P:15]([O:17][CH2:18][CH3:19])([O:20][CH2:21][CH3:22])=[O:16])([F:14])[F:13])[CH:8]=[C:7](/[CH:23]=[CH:32]/[C:34]1[CH:35]=[C:36]([CH:41]=[CH:42][CH:43]=1)[C:37]([O:39][CH3:40])=[O:38])[CH:6]=[CH:5]2. (3) Given the reactants [Na].CO.[C:4]([O:10][CH3:11])(=[O:9])[C:5]([O:7]C)=O.[Br:12][C:13]1[CH:18]=[CH:17][CH:16]=[CH:15][C:14]=1[C:19](=[O:21])[CH3:20], predict the reaction product. The product is: [Br:12][C:13]1[CH:18]=[CH:17][CH:16]=[CH:15][C:14]=1[C:19](=[O:21])[CH2:20][C:5](=[O:7])[C:4]([O:10][CH3:11])=[O:9].